From a dataset of Full USPTO retrosynthesis dataset with 1.9M reactions from patents (1976-2016). Predict the reactants needed to synthesize the given product. (1) Given the product [Cl:21][C:11]1[C:10]([CH3:18])=[C:9]([C:3]2[CH:4]=[CH:5][C:6]([F:8])=[CH:7][C:2]=2[F:1])[N:14]=[C:13]([S:15][CH3:16])[N:12]=1, predict the reactants needed to synthesize it. The reactants are: [F:1][C:2]1[CH:7]=[C:6]([F:8])[CH:5]=[CH:4][C:3]=1[C:9]1[N:14]=[C:13]([S:15][CH3:16])[N:12]=[C:11](O)[C:10]=1[CH3:18].O=P(Cl)(Cl)[Cl:21]. (2) Given the product [Cl:32][C:26]1[CH:27]=[C:28]([Cl:31])[CH:29]=[CH:30][C:25]=1[C:23]1[C:22](=[O:33])[N:21]([CH3:34])[C:15]2[N:16]([CH3:20])[C:17]3[C:13]([C:14]=2[CH:24]=1)=[CH:12][C:11]([C:9]1[N:8]([CH2:35][CH3:36])[N:7]=[C:6]([CH2:4][OH:3])[CH:10]=1)=[CH:19][CH:18]=3, predict the reactants needed to synthesize it. The reactants are: C([O:3][C:4]([C:6]1[CH:10]=[C:9]([C:11]2[CH:12]=[C:13]3[C:17](=[CH:18][CH:19]=2)[N:16]([CH3:20])[C:15]2[N:21]([CH3:34])[C:22](=[O:33])[C:23]([C:25]4[CH:30]=[CH:29][C:28]([Cl:31])=[CH:27][C:26]=4[Cl:32])=[CH:24][C:14]3=2)[N:8]([CH2:35][CH3:36])[N:7]=1)=O)C.[BH4-].[Na+].C(Cl)Cl.CO. (3) Given the product [C:1]([O:5][C:6](=[O:35])[N:7]([CH:9]1[CH2:14][CH2:13][CH:12]([N:15]([C:42]([C:41]2[S:40][C:39]3[C:45]([F:50])=[CH:46][CH:47]=[C:48]([F:49])[C:38]=3[C:37]=2[Cl:36])=[O:43])[CH2:16][C:17]2[CH:18]=[C:19]([C:25]3[CH:30]=[CH:29][C:28]([S:31]([CH3:34])(=[O:32])=[O:33])=[CH:27][CH:26]=3)[CH:20]=[CH:21][C:22]=2[O:23][CH3:24])[CH2:11][CH2:10]1)[CH3:8])([CH3:3])([CH3:4])[CH3:2], predict the reactants needed to synthesize it. The reactants are: [C:1]([O:5][C:6](=[O:35])[N:7]([CH:9]1[CH2:14][CH2:13][CH:12]([NH:15][CH2:16][C:17]2[CH:18]=[C:19]([C:25]3[CH:30]=[CH:29][C:28]([S:31]([CH3:34])(=[O:33])=[O:32])=[CH:27][CH:26]=3)[CH:20]=[CH:21][C:22]=2[O:23][CH3:24])[CH2:11][CH2:10]1)[CH3:8])([CH3:4])([CH3:3])[CH3:2].[Cl:36][C:37]1[C:38]2[C:48]([F:49])=[CH:47][CH:46]=[C:45]([F:50])[C:39]=2[S:40][C:41]=1[C:42](Cl)=[O:43]. (4) Given the product [Cl:15][C:16]1[N:17]=[CH:18][N:19]([C:21]2[CH:26]=[CH:25][C:24]([NH:27][C:28]3[S:29][C:2]4[CH2:7][CH2:6][CH2:5][CH:4]([C:8]5[CH:13]=[CH:12][CH:11]=[CH:10][CH:9]=5)[C:3]=4[N:30]=3)=[CH:23][C:22]=2[O:31][CH3:32])[CH:20]=1, predict the reactants needed to synthesize it. The reactants are: Br[CH:2]1[CH2:7][CH2:6][CH2:5][CH:4]([C:8]2[CH:13]=[CH:12][CH:11]=[CH:10][CH:9]=2)[C:3]1=O.[Cl:15][C:16]1[N:17]=[CH:18][N:19]([C:21]2[CH:26]=[CH:25][C:24]([NH:27][C:28]([NH2:30])=[S:29])=[CH:23][C:22]=2[O:31][CH3:32])[CH:20]=1. (5) The reactants are: [CH2:1]([O:4][NH:5][CH:6]1[CH2:11][NH:10][C@@H:9]([C:12]([NH2:14])=[O:13])[CH:8]=[C:7]1[CH2:15][C:16]([NH2:18])=[O:17])[CH:2]=[CH2:3].[CH2:19]([O:22]N1C(=O)N2C[C@H]1C(C)=C[C@H]2C(N)=O)C=C. Given the product [CH2:1]([O:4][N:5]1[C:19](=[O:22])[N:10]2[CH2:11][C@H:6]1[C:7]([CH2:15][C:16]([NH2:18])=[O:17])=[CH:8][C@H:9]2[C:12]([NH2:14])=[O:13])[CH:2]=[CH2:3], predict the reactants needed to synthesize it. (6) Given the product [C:14]([O:18][C:19]([N:21]1[CH2:22][CH2:23][CH:24]([O:27][CH:28]([C:30]2[O:8][N:7]=[C:5]([C:4]3[CH:9]=[CH:10][C:11]([S:12][CH3:13])=[C:2]([F:1])[CH:3]=3)[N:6]=2)[CH3:29])[CH2:25][CH2:26]1)=[O:20])([CH3:17])([CH3:16])[CH3:15], predict the reactants needed to synthesize it. The reactants are: [F:1][C:2]1[CH:3]=[C:4]([CH:9]=[CH:10][C:11]=1[S:12][CH3:13])[C:5]([NH:7][OH:8])=[NH:6].[C:14]([O:18][C:19]([N:21]1[CH2:26][CH2:25][CH:24]([O:27][CH:28]([C:30](O)=O)[CH3:29])[CH2:23][CH2:22]1)=[O:20])([CH3:17])([CH3:16])[CH3:15]. (7) Given the product [C:1]([C:5]1[CH:30]=[C:8]2[N:9]=[C:10]([CH3:29])[C:11]([CH:21]([CH2:26][CH2:27][CH3:28])[C:22]([OH:24])=[O:23])=[C:12]([C:13]3[CH:18]=[CH:17][C:16]([CH3:19])=[CH:15][C:14]=3[F:20])[N:7]2[N:6]=1)([CH3:3])([CH3:4])[CH3:2], predict the reactants needed to synthesize it. The reactants are: [C:1]([C:5]1[CH:30]=[C:8]2[N:9]=[C:10]([CH3:29])[C:11]([CH:21]([CH2:26][CH2:27][CH3:28])[C:22]([O:24]C)=[O:23])=[C:12]([C:13]3[CH:18]=[CH:17][C:16]([CH3:19])=[CH:15][C:14]=3[F:20])[N:7]2[N:6]=1)([CH3:4])([CH3:3])[CH3:2].[OH-].[Na+]. (8) Given the product [CH3:29][O:30][CH2:31][CH2:32][N:33]([CH2:34][CH2:35][CH3:36])[C:26]([C@H:24]1[CH2:23][CH2:22][C:21]2[C:14]3[C:13]([NH:12][C:4]4[CH:5]=[C:6]5[CH:11]=[N:10][NH:9][C:7]5=[N:8][C:3]=4[O:2][CH3:1])=[N:18][CH:17]=[N:16][C:15]=3[S:19][C:20]=2[CH2:25]1)=[O:27], predict the reactants needed to synthesize it. The reactants are: [CH3:1][O:2][C:3]1[N:8]=[C:7]2[NH:9][N:10]=[CH:11][C:6]2=[CH:5][C:4]=1[NH:12][C:13]1[C:14]2[C:21]3[CH2:22][CH2:23][C@H:24]([C:26](O)=[O:27])[CH2:25][C:20]=3[S:19][C:15]=2[N:16]=[CH:17][N:18]=1.[CH3:29][O:30][CH2:31][CH2:32][NH:33][CH2:34][CH2:35][CH3:36].